From a dataset of Reaction yield outcomes from USPTO patents with 853,638 reactions. Predict the reaction yield, written as a fraction of the theoretical maximum amount of product (1.0 means a 100% yield; for example, 0.34 means a 34% yield). (1) The reactants are Cl.[CH3:2][O:3][C:4](=[O:10])[CH2:5][CH2:6][CH2:7][NH:8][CH3:9].[C:11]1([C:32]2[CH:37]=[CH:36][CH:35]=[CH:34][CH:33]=2)[CH:16]=[CH:15][CH:14]=[CH:13][C:12]=1[NH:17][C:18]([O:20][CH:21]1[CH2:26][CH2:25][N:24]([CH2:27][CH2:28][C:29](O)=[O:30])[CH2:23][CH2:22]1)=[O:19].F[P-](F)(F)(F)(F)F.C[N+](C)=C(N(C)C)ON1C2N=CC=CC=2N=N1.C(N(CC)C(C)C)(C)C. The catalyst is C(Cl)Cl.O. The product is [CH3:2][O:3][C:4](=[O:10])[CH2:5][CH2:6][CH2:7][NH:8][CH2:9][C:29](=[O:30])[CH2:28][CH2:27][N:24]1[CH2:25][CH2:26][CH:21]([O:20][C:18](=[O:19])[NH:17][C:12]2[CH:13]=[CH:14][CH:15]=[CH:16][C:11]=2[C:32]2[CH:33]=[CH:34][CH:35]=[CH:36][CH:37]=2)[CH2:22][CH2:23]1. The yield is 1.00. (2) The reactants are [CH:1]([O:4][CH2:5][CH2:6][NH:7][S:8]([NH:11]C(=O)OCC1C=CC=CC=1)(=[O:10])=[O:9])([CH3:3])[CH3:2]. The catalyst is C(O)C.[C].[Pd]. The product is [CH:1]([O:4][CH2:5][CH2:6][NH:7][S:8]([NH2:11])(=[O:10])=[O:9])([CH3:3])[CH3:2]. The yield is 0.990. (3) The reactants are [OH-].[Na+].C1COCC1.[Cl:8][C:9]1[CH:10]=[C:11]([CH:33]=[C:34]([F:36])[CH:35]=1)[CH2:12][C:13]1[S:14][C:15]2[C:21]([C:22]3[CH:23]=[C:24]([C:28]([O:30]CC)=[O:29])[CH:25]=[N:26][CH:27]=3)=[CH:20][CH:19]=[CH:18][C:16]=2[CH:17]=1.Cl. The catalyst is C(OCC)C.O.CO. The product is [Cl:8][C:9]1[CH:10]=[C:11]([CH:33]=[C:34]([F:36])[CH:35]=1)[CH2:12][C:13]1[S:14][C:15]2[C:21]([C:22]3[CH:23]=[C:24]([C:28]([OH:30])=[O:29])[CH:25]=[N:26][CH:27]=3)=[CH:20][CH:19]=[CH:18][C:16]=2[CH:17]=1. The yield is 0.800. (4) The reactants are [N:1]1[C:10]2[C:5](=[CH:6][C:7]([CH:11]([CH3:16])[C:12]([NH:14][NH2:15])=O)=[CH:8][CH:9]=2)[CH:4]=[CH:3][CH:2]=1.Cl[C:18]1[N:19]=[N:20][C:21]([CH3:24])=[CH:22][CH:23]=1. The catalyst is C(O)CCC. The product is [CH3:24][C:21]1[CH:22]=[CH:23][C:18]2[N:14]([C:12]([CH:11]([C:7]3[CH:6]=[C:5]4[C:10](=[CH:9][CH:8]=3)[N:1]=[CH:2][CH:3]=[CH:4]4)[CH3:16])=[N:20][N:19]=2)[N:15]=1. The yield is 0.530. (5) The reactants are [C:1]([O:5][C:6](=[O:33])[NH:7][CH2:8][CH2:9][CH2:10][N:11]1[C:20]2[CH:19]=[CH:18][C:17]([F:21])=[CH:16][C:15]=2[C:14]2=[N:22][N:23]([CH:26]3[CH2:31][CH2:30][CH2:29][CH2:28][O:27]3)[C:24]([CH3:25])=[C:13]2[C:12]1=[O:32])([CH3:4])([CH3:3])[CH3:2].[H-].[Na+].[CH3:36]I. The catalyst is CN(C=O)C. The product is [C:1]([O:5][C:6](=[O:33])[N:7]([CH2:8][CH2:9][CH2:10][N:11]1[C:20]2[CH:19]=[CH:18][C:17]([F:21])=[CH:16][C:15]=2[C:14]2=[N:22][N:23]([CH:26]3[CH2:31][CH2:30][CH2:29][CH2:28][O:27]3)[C:24]([CH3:25])=[C:13]2[C:12]1=[O:32])[CH3:36])([CH3:4])([CH3:2])[CH3:3]. The yield is 0.590. (6) The reactants are [Br:1][C:2]1[CH:3]=[CH:4][C:5]([C:8]#[N:9])=[N:6][CH:7]=1.B.C1COCC1.Cl.C([O-])([O-])=O.[K+].[K+]. The catalyst is CO. The product is [Br:1][C:2]1[CH:3]=[CH:4][C:5]([CH2:8][NH2:9])=[N:6][CH:7]=1. The yield is 0.700.